This data is from hERG Central: cardiac toxicity at 1µM, 10µM, and general inhibition. The task is: Predict hERG channel inhibition at various concentrations. The drug is Cc1ccc(C(=O)C2CN(C)CC2C(=O)c2ccc(C)cc2)cc1. Results: hERG_inhib (hERG inhibition (general)): blocker.